Regression/Classification. Given a drug SMILES string, predict its absorption, distribution, metabolism, or excretion properties. Task type varies by dataset: regression for continuous measurements (e.g., permeability, clearance, half-life) or binary classification for categorical outcomes (e.g., BBB penetration, CYP inhibition). Dataset: cyp2d6_veith. From a dataset of CYP2D6 inhibition data for predicting drug metabolism from PubChem BioAssay. (1) The molecule is Cn1cc(C(F)(F)F)nc1-c1ccc(OC[C@@H](O)CNCCOc2ccc(O)c(C(N)=O)c2)cc1. The result is 1 (inhibitor). (2) The drug is O=C(O)COc1ccc(OCCNC[C@@H](O)COc2ccccc2)cc1. The result is 0 (non-inhibitor). (3) The drug is C[C@@H](C(=O)Nc1ccc2ccccc2c1)[C@@H]1C[C@@]1(C)[C@@H](NS(=O)(=O)c1ccc(-c2ccccc2)cc1)c1ccccc1. The result is 0 (non-inhibitor). (4) The compound is S=c1[nH]nc(C2CCCCC2)n1/N=C/c1cccs1. The result is 1 (inhibitor). (5) The compound is Cc1nc2c(O)cccc2c(=O)[nH]1. The result is 1 (inhibitor). (6) The compound is COCCn1c(=S)[nH]c2cc(C(=O)NC(C)C)ccc2c1=O. The result is 0 (non-inhibitor). (7) The drug is Cc1cc(-c2cccc([N+](=O)[O-])c2)nc2ccc3ccccc3c12.Cl. The result is 0 (non-inhibitor).